This data is from Reaction yield outcomes from USPTO patents with 853,638 reactions. The task is: Predict the reaction yield, written as a fraction of the theoretical maximum amount of product (1.0 means a 100% yield; for example, 0.34 means a 34% yield). (1) The reactants are [F:1][C:2]1[CH:3]=[C:4]2[C:9](=[CH:10][CH:11]=1)[NH:8][CH:7]=[N:6][C:5]2=[O:12].[N+:13]([O-])([OH:15])=[O:14]. The catalyst is OS(O)(=O)=O. The product is [F:1][C:2]1[CH:3]=[C:4]2[C:9](=[CH:10][C:11]=1[N+:13]([O-:15])=[O:14])[NH:8][CH:7]=[N:6][C:5]2=[O:12]. The yield is 0.426. (2) The reactants are [CH3:1][O:2][C:3]1[CH:25]=[CH:24][C:6]([CH2:7][N:8]2[C:13]3[N:14]=[CH:15][C:16]([CH:18]=C)=[CH:17][C:12]=3[C:11]3=[N:20][CH:21]=[N:22][N:10]3[C:9]2=[O:23])=[CH:5][CH:4]=1.I([O-])(=O)(=O)=[O:27].[Na+]. The catalyst is C1COCC1.O.[Os](=O)(=O)(=O)=O.C(O)CCC. The product is [CH3:1][O:2][C:3]1[CH:4]=[CH:5][C:6]([CH2:7][N:8]2[C:13]3[N:14]=[CH:15][C:16]([CH:18]=[O:27])=[CH:17][C:12]=3[C:11]3=[N:20][CH:21]=[N:22][N:10]3[C:9]2=[O:23])=[CH:24][CH:25]=1. The yield is 0.990. (3) The reactants are C[O:2][C:3](=[O:33])[C@@H:4]([NH:25][C:26]([O:28][C:29]([CH3:32])([CH3:31])[CH3:30])=[O:27])[C@H:5]([O:7][Si:8]([C:21]([CH3:24])([CH3:23])[CH3:22])([C:15]1[CH:20]=[CH:19][CH:18]=[CH:17][CH:16]=1)[C:9]1[CH:14]=[CH:13][CH:12]=[CH:11][CH:10]=1)[CH3:6].O.[OH-].[Li+].Cl. The catalyst is O1CCCC1.O. The product is [C:29]([O:28][C:26]([NH:25][C@@H:4]([C@H:5]([O:7][Si:8]([C:21]([CH3:22])([CH3:24])[CH3:23])([C:15]1[CH:16]=[CH:17][CH:18]=[CH:19][CH:20]=1)[C:9]1[CH:14]=[CH:13][CH:12]=[CH:11][CH:10]=1)[CH3:6])[C:3]([OH:33])=[O:2])=[O:27])([CH3:30])([CH3:31])[CH3:32]. The yield is 0.980. (4) The yield is 0.550. The product is [Br:1][C:2]1[N:3]=[C:4]2[N:15]([C@H:16]3[CH2:21][CH2:20][C@H:19]([O:22][CH3:23])[CH2:18][CH2:17]3)[C:10](=[O:11])[CH2:9][NH:8][C:5]2=[N:6][CH:7]=1. The catalyst is O. The reactants are [Br:1][C:2]1[N:3]=[C:4]([NH:15][C@H:16]2[CH2:21][CH2:20][C@H:19]([O:22][CH3:23])[CH2:18][CH2:17]2)[C:5]([NH:8][CH2:9][C:10](OCC)=[O:11])=[N:6][CH:7]=1.CO.C(O)(C(F)(F)F)=O.C(=O)(O)[O-].[Na+]. (5) The reactants are [Br:1][C:2]1[CH:3]=[C:4]([C:17]([O-:19])=[O:18])[N:5]([C:7]2[CH:12]=[CH:11][C:10]([N+:13]([O-])=O)=[CH:9][C:8]=2[Cl:16])[CH:6]=1.[CH3:20]COC(C)=O. No catalyst specified. The product is [NH2:13][C:10]1[CH:11]=[CH:12][C:7]([N:5]2[CH:6]=[C:2]([Br:1])[CH:3]=[C:4]2[C:17]([O:19][CH3:20])=[O:18])=[C:8]([Cl:16])[CH:9]=1. The yield is 0.860. (6) The reactants are [C:1]([N:4]1[C:13]2[C:8](=[CH:9][C:10]([C:14]3[CH:23]=[CH:22][C:17]([C:18]([O:20]C)=[O:19])=[CH:16][C:15]=3[CH3:24])=[CH:11][CH:12]=2)[C@H:7]([NH:25][C:26]2[CH:27]=[N:28][CH:29]=[CH:30][CH:31]=2)[CH2:6][C@@H:5]1[CH3:32])(=[O:3])[CH3:2].[OH-].[Na+]. The catalyst is C(O)C. The product is [C:1]([N:4]1[C:13]2[C:8](=[CH:9][C:10]([C:14]3[CH:23]=[CH:22][C:17]([C:18]([OH:20])=[O:19])=[CH:16][C:15]=3[CH3:24])=[CH:11][CH:12]=2)[C@H:7]([NH:25][C:26]2[CH:27]=[N:28][CH:29]=[CH:30][CH:31]=2)[CH2:6][C@@H:5]1[CH3:32])(=[O:3])[CH3:2]. The yield is 0.0800. (7) The reactants are [Cl:1][C:2]1[CH:21]=[CH:20][C:5]([O:6][C:7]2[CH:8]=[C:9]([S:13]([CH2:16][CH2:17][CH2:18][OH:19])(=[O:15])=[O:14])[CH:10]=[CH:11][CH:12]=2)=[CH:4][C:3]=1[C:22]1[C:31]([CH3:32])=[N:30][C:29]2[C:24](=[CH:25][CH:26]=[CH:27][C:28]=2[C:33]([F:36])([F:35])[F:34])[N:23]=1.[CH3:37][S:38](Cl)(=[O:40])=[O:39].C(N(CC)CC)C. The catalyst is C(Cl)Cl. The product is [CH3:37][S:38]([O:19][CH2:18][CH2:17][CH2:16][S:13]([C:9]1[CH:10]=[CH:11][CH:12]=[C:7]([O:6][C:5]2[CH:20]=[CH:21][C:2]([Cl:1])=[C:3]([C:22]3[C:31]([CH3:32])=[N:30][C:29]4[C:24](=[CH:25][CH:26]=[CH:27][C:28]=4[C:33]([F:35])([F:34])[F:36])[N:23]=3)[CH:4]=2)[CH:8]=1)(=[O:14])=[O:15])(=[O:40])=[O:39]. The yield is 0.780. (8) The reactants are [Cl:1][C:2]1[C:11](Cl)=[N:10][C:9]2[C:4](=[CH:5][CH:6]=[CH:7][CH:8]=2)[N:3]=1.C[N:14](C=O)C. The catalyst is O. The product is [Cl:1][C:2]1[C:11]([NH2:14])=[N:10][C:9]2[C:4]([N:3]=1)=[CH:5][CH:6]=[CH:7][CH:8]=2. The yield is 0.530. (9) The reactants are C([O:3][C:4]([C@@H:6]1[C@H:11]2[C@H:12]3[C@H:21]([CH2:22][CH2:23][C@:9]2([CH3:10])[C@@H:8]([O:26][CH2:27][O:28][CH3:29])[CH2:7]1)[C:20]1[CH:19]=[CH:18][C:17]([O:24][CH3:25])=[CH:16][C:15]=1[CH2:14][CH2:13]3)=O)C.[H-].[H-].[H-].[H-].[Li+].[Al+3]. The catalyst is CCOCC. The product is [OH:3][CH2:4][C@@H:6]1[C@H:11]2[C@H:12]3[C@H:21]([CH2:22][CH2:23][C@:9]2([CH3:10])[C@@H:8]([O:26][CH2:27][O:28][CH3:29])[CH2:7]1)[C:20]1[CH:19]=[CH:18][C:17]([O:24][CH3:25])=[CH:16][C:15]=1[CH2:14][CH2:13]3. The yield is 0.870.